The task is: Predict the product of the given reaction.. This data is from Forward reaction prediction with 1.9M reactions from USPTO patents (1976-2016). (1) Given the reactants C([O:4][CH2:5][CH2:6][CH:7]([CH3:18])[CH2:8][CH:9]1[CH2:14][CH:13]([CH3:15])[CH2:12][C:11]([CH3:17])([CH3:16])[CH2:10]1)(=O)C.[OH-].[Na+], predict the reaction product. The product is: [CH3:18][CH:7]([CH2:8][CH:9]1[CH2:14][CH:13]([CH3:15])[CH2:12][C:11]([CH3:16])([CH3:17])[CH2:10]1)[CH2:6][CH2:5][OH:4]. (2) Given the reactants [F:1][C:2]1[C:3]([CH2:9]O)=[N:4][CH:5]=[C:6]([F:8])[CH:7]=1.C(Cl)[Cl:12].S(Cl)(Cl)=O.C(=O)(O)[O-].[Na+], predict the reaction product. The product is: [Cl:12][CH2:9][C:3]1[C:2]([F:1])=[CH:7][C:6]([F:8])=[CH:5][N:4]=1.